Predict the reactants needed to synthesize the given product. From a dataset of Full USPTO retrosynthesis dataset with 1.9M reactions from patents (1976-2016). (1) Given the product [Cl:20][C:18]1[C:17](=[O:21])[N:16]([CH3:22])[CH:15]=[C:14]([N:11]2[C:12](=[O:13])[C:4]3[CH:3]=[C:2]([C:34]4[CH:35]=[CH:36][CH:37]=[CH:38][C:33]=4[O:32][CH3:31])[N:6]([CH:7]([CH3:9])[CH3:8])[C:5]=3[CH:10]2[C:23]2[CH:28]=[CH:27][C:26]([Cl:29])=[CH:25][C:24]=2[CH3:30])[CH:19]=1, predict the reactants needed to synthesize it. The reactants are: Br[C:2]1[N:6]([CH:7]([CH3:9])[CH3:8])[C:5]2[CH:10]([C:23]3[CH:28]=[CH:27][C:26]([Cl:29])=[CH:25][C:24]=3[CH3:30])[N:11]([C:14]3[CH:19]=[C:18]([Cl:20])[C:17](=[O:21])[N:16]([CH3:22])[CH:15]=3)[C:12](=[O:13])[C:4]=2[CH:3]=1.[CH3:31][O:32][C:33]1[CH:38]=[CH:37][CH:36]=[CH:35][C:34]=1B(O)O.BrC1N(C(C)C)C2C(C3C=CC(Cl)=CC=3)N(C3C=C(Cl)C=CC=3C)C(=O)C=2C=1.C(C1C=CC(OC)=C(B(O)O)C=1)#N. (2) Given the product [Cl:1][C:2]1[CH:3]=[C:4]([C:12]2[O:16][N:15]=[C:14]([C:17]3[CH:18]=[CH:19][CH:20]=[C:21]4[C:25]=3[NH:24][CH:23]=[C:22]4[CH2:26][N:27]3[CH2:32][CH2:31][CH:30]([C:33]([OH:35])=[O:34])[CH2:29][CH2:28]3)[N:13]=2)[CH:5]=[CH:6][C:7]=1[O:8][CH:9]([CH3:10])[CH3:11], predict the reactants needed to synthesize it. The reactants are: [Cl:1][C:2]1[CH:3]=[C:4]([C:12]2[O:16][N:15]=[C:14]([C:17]3[CH:18]=[CH:19][CH:20]=[C:21]4[C:25]=3[NH:24][CH:23]=[C:22]4[CH2:26][N:27]3[CH2:32][CH2:31][CH:30]([C:33]([O:35]CC)=[O:34])[CH2:29][CH2:28]3)[N:13]=2)[CH:5]=[CH:6][C:7]=1[O:8][CH:9]([CH3:11])[CH3:10].[OH-].[Na+]. (3) Given the product [Cl:45][C:44]1[CH:43]=[CH:42][CH:41]=[C:40]([Cl:46])[C:39]=1[C:32]1[C:31]([CH2:30][O:1][C:2]2[CH:7]=[CH:6][C:5]([C:8]3[CH:16]=[C:15]4[C:14](=[CH:10][CH:9]=3)[NH:13][C:12]([C:24]([OH:26])=[O:25])=[CH:11]4)=[CH:4][CH:3]=2)=[C:35]([CH:36]([CH3:38])[CH3:37])[O:34][N:33]=1, predict the reactants needed to synthesize it. The reactants are: [OH:1][C:2]1[CH:7]=[CH:6][C:5]([C:8]2[CH:9]=[C:10]3[C:14](=[CH:15][CH:16]=2)[N:13](C(OC(C)(C)C)=O)[C:12]([C:24]([O:26]CC)=[O:25])=[CH:11]3)=[CH:4][CH:3]=1.Cl[CH2:30][C:31]1[C:32]([C:39]2[C:44]([Cl:45])=[CH:43][CH:42]=[CH:41][C:40]=2[Cl:46])=[N:33][O:34][C:35]=1[CH:36]([CH3:38])[CH3:37].C(=O)([O-])[O-].[K+].[K+].[OH-].[Na+].